The task is: Predict the reactants needed to synthesize the given product.. This data is from Full USPTO retrosynthesis dataset with 1.9M reactions from patents (1976-2016). The reactants are: CCCC[N+](CCCC)(CCCC)CCCC.[F-].[CH3:19][N:20]([CH3:54])[C:21]1[CH:26]=[CH:25][C:24]([C:27]2[N:32]=[C:31]3[N:33](COCC[Si](C)(C)C)[N:34]=[C:35]([C:36]4[CH:41]=[CH:40][CH:39]=[CH:38][CH:37]=4)[C:30]3=[C:29]([C:50]([F:53])([F:52])[F:51])[CH:28]=2)=[CH:23][CH:22]=1.O. Given the product [CH3:19][N:20]([CH3:54])[C:21]1[CH:22]=[CH:23][C:24]([C:27]2[N:32]=[C:31]3[NH:33][N:34]=[C:35]([C:36]4[CH:41]=[CH:40][CH:39]=[CH:38][CH:37]=4)[C:30]3=[C:29]([C:50]([F:53])([F:51])[F:52])[CH:28]=2)=[CH:25][CH:26]=1, predict the reactants needed to synthesize it.